This data is from Reaction yield outcomes from USPTO patents with 853,638 reactions. The task is: Predict the reaction yield, written as a fraction of the theoretical maximum amount of product (1.0 means a 100% yield; for example, 0.34 means a 34% yield). (1) The reactants are C1(C)C=CC(C(C2C=CC(C)=CC=2)S(CC(N)=O)=[O:9])=CC=1.[Br:22][C:23]1[CH:28]=[CH:27][C:26]([CH:29]([C:43]2[CH:48]=[CH:47][C:46]([Br:49])=[CH:45][CH:44]=2)[S:30][CH2:31][CH2:32][NH:33][CH2:34][CH2:35][CH2:36][C:37]2[CH:42]=[CH:41][CH:40]=[CH:39][CH:38]=2)=[CH:25][CH:24]=1. No catalyst specified. The product is [Br:22][C:23]1[CH:24]=[CH:25][C:26]([CH:29]([C:43]2[CH:44]=[CH:45][C:46]([Br:49])=[CH:47][CH:48]=2)[S:30]([CH2:31][CH2:32][NH:33][CH2:34][CH2:35][CH2:36][C:37]2[CH:42]=[CH:41][CH:40]=[CH:39][CH:38]=2)=[O:9])=[CH:27][CH:28]=1. The yield is 0.550. (2) The reactants are I[C:2]1[N:3]=[C:4]([CH3:7])[S:5][CH:6]=1.[CH2:8]([C:12]1[O:13][C:14]2[C:20]([Cl:21])=[CH:19][C:18]([F:22])=[CH:17][C:15]=2[N:16]=1)[CH2:9][C:10]#[CH:11]. No catalyst specified. The product is [Cl:21][C:20]1[C:14]2[O:13][C:12]([CH2:8][CH2:9][C:10]#[C:11][C:2]3[N:3]=[C:4]([CH3:7])[S:5][CH:6]=3)=[N:16][C:15]=2[CH:17]=[C:18]([F:22])[CH:19]=1. The yield is 0.550. (3) The reactants are [CH2:1]([N:3]([CH2:29][CH3:30])/[N:4]=[N:5]/[C:6]1[C:11]([C:12]2[CH:17]=[CH:16][CH:15]=[C:14]([F:18])[CH:13]=2)=[C:10]([C:19](=[O:21])[CH3:20])[CH:9]=[C:8]([F:22])[C:7]=1[C:23]#[C:24][Si](C)(C)C)[CH3:2].C(=O)([O-])[O-].[K+].[K+]. The catalyst is O1CCCC1.CO. The product is [CH2:29]([N:3]([CH2:1][CH3:2])/[N:4]=[N:5]/[C:6]1[C:11]([C:12]2[CH:17]=[CH:16][CH:15]=[C:14]([F:18])[CH:13]=2)=[C:10]([C:19](=[O:21])[CH3:20])[CH:9]=[C:8]([F:22])[C:7]=1[C:23]#[CH:24])[CH3:30]. The yield is 0.990. (4) The reactants are [CH3:1][C:2]1[O:6][C:5]([N:7]2[CH2:12][CH2:11][C:10](=O)[CH2:9][CH2:8]2)=[N:4][N:3]=1.Cl.[CH2:15]([O:22][NH2:23])[C:16]1[CH:21]=[CH:20][CH:19]=[CH:18][CH:17]=1.C([O-])(=O)C.[NH4+]. The catalyst is CO. The product is [CH2:15]([O:22][N:23]=[C:10]1[CH2:11][CH2:12][N:7]([C:5]2[O:6][C:2]([CH3:1])=[N:3][N:4]=2)[CH2:8][CH2:9]1)[C:16]1[CH:21]=[CH:20][CH:19]=[CH:18][CH:17]=1. The yield is 0.960.